This data is from Full USPTO retrosynthesis dataset with 1.9M reactions from patents (1976-2016). The task is: Predict the reactants needed to synthesize the given product. (1) Given the product [CH:1]1([C:7]([OH:9])=[O:8])[CH2:6][CH2:5][CH2:4][CH2:3][CH2:2]1, predict the reactants needed to synthesize it. The reactants are: [CH:1]1([C:7]([OH:9])=[O:8])[CH2:6][CH2:5][CH:4]=[CH:3][CH2:2]1.[H][H]. (2) Given the product [Cl:7][C:8]1[CH:9]=[C:10]2[C:15]([CH:14]=[C:13]([CH2:18][OH:19])[C:12]([CH3:21])=[C:11]2[OH:22])=[CH:16][CH:17]=1, predict the reactants needed to synthesize it. The reactants are: [H-].[Al+3].[Li+].[H-].[H-].[H-].[Cl:7][C:8]1[CH:9]=[C:10]2[C:15](=[CH:16][CH:17]=1)[CH:14]=[C:13]([C:18](O)=[O:19])[C:12]([CH3:21])=[C:11]2[OH:22].Cl. (3) Given the product [OH:7][C:6]1[C:5]2[C:4](=[CH:3][C:2]([F:1])=[C:13]([I:14])[CH:12]=2)[N:10]=[CH:9][N:20]=1, predict the reactants needed to synthesize it. The reactants are: [F:1][C:2]1[CH:3]=[C:4]2[NH:10][C:9](=O)O[C:6](=[O:7])[C:5]2=[CH:12][C:13]=1[I:14].C(O)(=O)C.C(N)=[NH:20]. (4) Given the product [F:28][C:25]1[C:24]([C:29]2[CH:34]=[CH:33][CH:32]=[CH:31][CH:30]=2)=[C:23]([CH3:35])[C:22]([C:36]#[N:37])=[C:21]2[C:26]=1[O:27][C:2]([C:3]1[CH:4]=[N:5][CH:6]=[CH:7][CH:8]=1)=[N:20]2, predict the reactants needed to synthesize it. The reactants are: Cl.[CH2:2](Cl)[C:3]1[CH:8]=[CH:7][CH:6]=[N:5][CH:4]=1.C(N(CC)CC)C.ClCCl.[NH2:20][C:21]1[C:26]([OH:27])=[C:25]([F:28])[C:24]([C:29]2[CH:34]=[CH:33][CH:32]=[CH:31][CH:30]=2)=[C:23]([CH3:35])[C:22]=1[C:36]#[N:37]. (5) Given the product [CH3:10][O:11][C:12]1[CH:19]=[C:18]([O:20][CH3:21])[CH:17]=[CH:16][C:13]=1[CH2:14][NH:15][C:7]([C:3]1[S:4][CH:5]=[CH:6][C:2]=1[CH3:1])=[O:9], predict the reactants needed to synthesize it. The reactants are: [CH3:1][C:2]1[CH:6]=[CH:5][S:4][C:3]=1[C:7]([OH:9])=O.[CH3:10][O:11][C:12]1[CH:19]=[C:18]([O:20][CH3:21])[CH:17]=[CH:16][C:13]=1[CH2:14][NH2:15]. (6) Given the product [CH3:17][C:18]1[N:23]2[N:24]=[C:25](/[CH:27]=[CH:14]/[C:2]3[N:1]=[C:5]4[C:6]5[CH:7]=[CH:8][CH:9]=[N:10][C:11]=5[CH:12]=[CH:13][N:4]4[N:3]=3)[N:26]=[C:22]2[CH:21]=[CH:20][CH:19]=1, predict the reactants needed to synthesize it. The reactants are: [N:1]1[C:2]([CH:14]=O)=[N:3][N:4]2[CH:13]=[CH:12][C:11]3[N:10]=[CH:9][CH:8]=[CH:7][C:6]=3[C:5]=12.[Cl-].[CH3:17][C:18]1[N:23]2[N:24]=[C:25]([CH2:27][P+](C3C=CC=CC=3)(C3C=CC=CC=3)C3C=CC=CC=3)[N:26]=[C:22]2[CH:21]=[CH:20][CH:19]=1.C1CCN2C(=NCCC2)CC1. (7) Given the product [OH:4][C@@H:5]1[C:14]2[C:9](=[N:10][C:11]([C:21]3[CH:22]=[CH:23][CH:24]=[CH:25][CH:26]=3)=[C:12]([C:15]3[CH:20]=[CH:19][CH:18]=[CH:17][CH:16]=3)[N:13]=2)[N:8]([CH2:27][CH2:28][CH2:29][CH2:30][CH2:31][CH2:32][C:33]([OH:35])=[O:34])[CH2:7][CH2:6]1, predict the reactants needed to synthesize it. The reactants are: C([O:4][C@@H:5]1[C:14]2[C:9](=[N:10][C:11]([C:21]3[CH:26]=[CH:25][CH:24]=[CH:23][CH:22]=3)=[C:12]([C:15]3[CH:20]=[CH:19][CH:18]=[CH:17][CH:16]=3)[N:13]=2)[N:8]([CH2:27][CH2:28][CH2:29][CH2:30][CH2:31][CH2:32][C:33]([O:35]CC)=[O:34])[CH2:7][CH2:6]1)(=O)C.[Li+].[OH-].